Dataset: Peptide-MHC class I binding affinity with 185,985 pairs from IEDB/IMGT. Task: Regression. Given a peptide amino acid sequence and an MHC pseudo amino acid sequence, predict their binding affinity value. This is MHC class I binding data. (1) The peptide sequence is SPVSRSHSF. The MHC is HLA-B27:03 with pseudo-sequence HLA-B27:03. The binding affinity (normalized) is 0.0847. (2) The peptide sequence is KVGYFQHGA. The MHC is HLA-A80:01 with pseudo-sequence HLA-A80:01. The binding affinity (normalized) is 0.0847. (3) The peptide sequence is EGPQREPW. The MHC is Mamu-A01 with pseudo-sequence Mamu-A01. The binding affinity (normalized) is 0.